Dataset: Full USPTO retrosynthesis dataset with 1.9M reactions from patents (1976-2016). Task: Predict the reactants needed to synthesize the given product. (1) Given the product [CH:1]1([NH:6][C:7]2[N:12]=[C:11]([CH2:13][CH2:14][O:15][C:16]3[CH:38]=[CH:37][C:19]([CH2:20][C@@H:21]([C:33]([OH:35])=[O:34])[NH:22][C:23]([C:25]4[C:26]([Cl:32])=[CH:27][CH:28]=[CH:29][C:30]=4[Cl:31])=[O:24])=[CH:18][CH:17]=3)[CH:10]=[CH:9][CH:8]=2)[CH2:2][CH2:3][CH2:4][CH2:5]1, predict the reactants needed to synthesize it. The reactants are: [CH:1]1([NH:6][C:7]2[N:12]=[C:11]([CH2:13][CH2:14][O:15][C:16]3[CH:38]=[CH:37][C:19]([CH2:20][C@@H:21]([C:33]([O:35]C)=[O:34])[NH:22][C:23]([C:25]4[C:30]([Cl:31])=[CH:29][CH:28]=[CH:27][C:26]=4[Cl:32])=[O:24])=[CH:18][CH:17]=3)[CH:10]=[CH:9][CH:8]=2)[CH2:5][CH2:4][CH2:3][CH2:2]1.[Li+].[OH-]. (2) Given the product [N:1]1([CH2:20][NH:19][CH2:18][CH2:17][CH2:16][C:10]2[CH:15]=[CH:14][CH:13]=[CH:12][CH:11]=2)[C:5]2[CH:6]=[CH:7][CH:8]=[CH:9][C:4]=2[N:3]=[N:2]1, predict the reactants needed to synthesize it. The reactants are: [NH:1]1[C:5]2[CH:6]=[CH:7][CH:8]=[CH:9][C:4]=2[N:3]=[N:2]1.[C:10]1([CH2:16][CH2:17][CH2:18][NH2:19])[CH:15]=[CH:14][CH:13]=[CH:12][CH:11]=1.[CH2:20]=O. (3) The reactants are: [CH:1]1([C:4]2[C:5]([O:13][CH2:14][C:15]([F:18])([F:17])[F:16])=[CH:6][C:7]([C:10]([OH:12])=O)=[N:8][CH:9]=2)[CH2:3][CH2:2]1.[CH:19]1([C:22]([NH2:30])([C:24]2[N:28]=[C:27]([CH3:29])[O:26][N:25]=2)[CH3:23])[CH2:21][CH2:20]1. Given the product [CH:19]1([C:22]([NH:30][C:10]([C:7]2[CH:6]=[C:5]([O:13][CH2:14][C:15]([F:18])([F:17])[F:16])[C:4]([CH:1]3[CH2:2][CH2:3]3)=[CH:9][N:8]=2)=[O:12])([C:24]2[N:28]=[C:27]([CH3:29])[O:26][N:25]=2)[CH3:23])[CH2:21][CH2:20]1, predict the reactants needed to synthesize it.